From a dataset of Peptide-MHC class I binding affinity with 185,985 pairs from IEDB/IMGT. Regression. Given a peptide amino acid sequence and an MHC pseudo amino acid sequence, predict their binding affinity value. This is MHC class I binding data. (1) The peptide sequence is ETKLGKAGY. The MHC is HLA-B45:01 with pseudo-sequence HLA-B45:01. The binding affinity (normalized) is 0. (2) The peptide sequence is FRQVCHTT. The MHC is Mamu-B08 with pseudo-sequence Mamu-B08. The binding affinity (normalized) is 0.298. (3) The peptide sequence is AVRQFRASV. The MHC is HLA-B38:01 with pseudo-sequence HLA-B38:01. The binding affinity (normalized) is 0.0847. (4) The peptide sequence is APRARTAAF. The MHC is HLA-B08:01 with pseudo-sequence HLA-B08:01. The binding affinity (normalized) is 0.851. (5) The peptide sequence is FVFLALAGR. The MHC is HLA-A02:06 with pseudo-sequence HLA-A02:06. The binding affinity (normalized) is 0.136.